This data is from Reaction yield outcomes from USPTO patents with 853,638 reactions. The task is: Predict the reaction yield, written as a fraction of the theoretical maximum amount of product (1.0 means a 100% yield; for example, 0.34 means a 34% yield). (1) The reactants are [F:1][C:2]([F:36])([F:35])[S:3]([O:6][C:7]1[CH:12]=[CH:11][C:10]([C:13]2[N:14]=[N:15][C:16]([NH:19][CH:20]3[CH2:25][C:24]([CH3:27])([CH3:26])[NH:23][C:22]([CH3:29])([CH3:28])[CH2:21]3)=[CH:17][CH:18]=2)=[C:9]([O:30][C:31]([F:34])([F:33])[F:32])[CH:8]=1)(=[O:5])=[O:4].C(O)(=[O:39])C.C(O)(=O)C.IC1C=CC=CC=1. The catalyst is CC(O)=O.CC(OC(C)=O)=O.CC([O-])=O.CC([O-])=O.[Pd+2]. The product is [F:36][C:2]([F:35])([F:1])[S:3]([O:6][C:7]1[CH:8]=[C:9]([O:30][C:31]([F:32])([F:33])[F:34])[C:10]([C:13]2[N:14]=[N:15][C:16]([NH:19][CH:20]3[CH2:21][C:22]([CH3:29])([CH3:28])[NH:23][C:24]([CH3:26])([CH3:27])[CH2:25]3)=[CH:17][CH:18]=2)=[C:11]([OH:39])[CH:12]=1)(=[O:4])=[O:5]. The yield is 0.361. (2) The reactants are Cl[C:2]1[N:6]([CH2:7][C:8]([O:10][CH2:11][CH3:12])=[O:9])[C:5]2[C:13]([CH:18]([CH2:21][CH3:22])[CH2:19][CH3:20])=[CH:14][CH:15]=[C:16]([Cl:17])[C:4]=2[N:3]=1.[Cl:23][C:24]1[CH:30]=[C:29]([Cl:31])[CH:28]=[CH:27][C:25]=1[NH2:26].C(=O)([O-])O.[Na+]. The catalyst is CN1CCCC1=O. The product is [Cl:17][C:16]1[C:4]2[N:3]=[C:2]([NH:26][C:25]3[CH:27]=[CH:28][C:29]([Cl:31])=[CH:30][C:24]=3[Cl:23])[N:6]([CH2:7][C:8]([O:10][CH2:11][CH3:12])=[O:9])[C:5]=2[C:13]([CH:18]([CH2:21][CH3:22])[CH2:19][CH3:20])=[CH:14][CH:15]=1. The yield is 0.120.